Dataset: Forward reaction prediction with 1.9M reactions from USPTO patents (1976-2016). Task: Predict the product of the given reaction. (1) Given the reactants Br[C:2]1[CH:14]=[CH:13][C:5]([C:6]([O:8][C:9]([CH3:12])([CH3:11])[CH3:10])=[O:7])=[CH:4][CH:3]=1.[CH3:15][C:16]([C:18]1[CH:23]=[CH:22][C:21]([Cl:24])=[CH:20][CH:19]=1)=[O:17].C1C=CC(P(C2C(C3C(P(C4C=CC=CC=4)C4C=CC=CC=4)=CC=C4C=3C=CC=C4)=C3C(C=CC=C3)=CC=2)C2C=CC=CC=2)=CC=1.CC([O-])(C)C.[Na+], predict the reaction product. The product is: [Cl:24][C:21]1[CH:22]=[CH:23][C:18]([C:16](=[O:17])[CH2:15][C:2]2[CH:14]=[CH:13][C:5]([C:6]([O:8][C:9]([CH3:12])([CH3:11])[CH3:10])=[O:7])=[CH:4][CH:3]=2)=[CH:19][CH:20]=1. (2) Given the reactants [F:1][C:2]1[CH:12]=[CH:11][C:5]([O:6][CH:7]2[CH2:10][NH:9][CH2:8]2)=[CH:4][CH:3]=1.CCN(C(C)C)C(C)C.[Cl:22][C:23]1[CH:28]=[C:27](Cl)[CH:26]=[CH:25][N:24]=1, predict the reaction product. The product is: [Cl:22][C:23]1[CH:28]=[CH:27][CH:26]=[C:25]([N:9]2[CH2:8][CH:7]([O:6][C:5]3[CH:11]=[CH:12][C:2]([F:1])=[CH:3][CH:4]=3)[CH2:10]2)[N:24]=1.